This data is from Catalyst prediction with 721,799 reactions and 888 catalyst types from USPTO. The task is: Predict which catalyst facilitates the given reaction. Reactant: [CH3:1][O:2][C:3]1[CH:4]=[C:5]2[C:10](=[CH:11][CH:12]=1)[N:9]=[CH:8][CH:7]=[CH:6]2.[BH3-]C#N.[Na+]. Product: [CH3:1][O:2][C:3]1[CH:4]=[C:5]2[C:10](=[CH:11][CH:12]=1)[NH:9][CH2:8][CH2:7][CH2:6]2. The catalyst class is: 15.